This data is from Reaction yield outcomes from USPTO patents with 853,638 reactions. The task is: Predict the reaction yield, written as a fraction of the theoretical maximum amount of product (1.0 means a 100% yield; for example, 0.34 means a 34% yield). (1) The reactants are [OH:1][CH2:2][C@H:3]1[CH2:8][CH2:7][C@H:6]([CH2:9][NH:10][C:11]2[C:16]([N+:17]([O-:19])=[O:18])=[CH:15][N:14]=[C:13]([NH:20][CH2:21][C:22]3[C:23]([CH3:36])=[C:24]([C:28]4[CH:33]=[CH:32][CH:31]=[C:30]([CH2:34][OH:35])[CH:29]=4)[CH:25]=[CH:26][CH:27]=3)[N:12]=2)[CH2:5][CH2:4]1. The catalyst is C1COCC1.O=[Mn]=O. The product is [OH:1][CH2:2][C@H:3]1[CH2:4][CH2:5][C@H:6]([CH2:9][NH:10][C:11]2[C:16]([N+:17]([O-:19])=[O:18])=[CH:15][N:14]=[C:13]([NH:20][CH2:21][C:22]3[C:23]([CH3:36])=[C:24]([C:28]4[CH:33]=[CH:32][CH:31]=[C:30]([CH:34]=[O:35])[CH:29]=4)[CH:25]=[CH:26][CH:27]=3)[N:12]=2)[CH2:7][CH2:8]1. The yield is 0.690. (2) The reactants are Cl[C:2]1[N:7]=[N:6][C:5]([N:8]2[CH2:13][CH2:12][N:11]([C:14]([C:16]3[CH:21]=[CH:20][CH:19]=[CH:18][C:17]=3[C:22]([F:25])([F:24])[F:23])=[O:15])[CH2:10][CH2:9]2)=[CH:4][CH:3]=1.[CH3:26][NH:27][CH2:28][CH2:29][C:30]1[CH:35]=[CH:34][CH:33]=[CH:32][CH:31]=1.[Cl-].[NH4+].C(=O)([O-])[O-].[K+].[K+]. The catalyst is C(O)CCC. The product is [CH3:26][N:27]([CH2:28][CH2:29][C:30]1[CH:35]=[CH:34][CH:33]=[CH:32][CH:31]=1)[C:2]1[N:7]=[N:6][C:5]([N:8]2[CH2:13][CH2:12][N:11]([C:14]([C:16]3[CH:21]=[CH:20][CH:19]=[CH:18][C:17]=3[C:22]([F:25])([F:24])[F:23])=[O:15])[CH2:10][CH2:9]2)=[CH:4][CH:3]=1. The yield is 0.110. (3) The reactants are Cl[C:2]1[N:3]=[C:4]2[C:9](=[CH:10][CH:11]=1)[N:8]=[CH:7][C:6]1[CH:12]=[CH:13][C:14](=[O:27])[N:15]([C:16]3[CH:21]=[CH:20][C:19]([C:22]([CH3:26])([CH3:25])[C:23]#[N:24])=[CH:18][CH:17]=3)[C:5]2=1.ClC1N=C2C(=CC=1)N=C[C:33]1[CH:39]=[CH:40][C:41](=[O:53])[N:42](C3C=CC=C(C(F)(F)F)C=3)[C:32]2=1.[CH3:54]C1(C)C(C)(C)OB(C2C=CC(N)=NC=2)O1. No catalyst specified. The product is [CH3:54][O:53][C:41]1[N:42]=[CH:32][C:33]([C:2]2[N:3]=[C:4]3[C:9](=[CH:10][CH:11]=2)[N:8]=[CH:7][C:6]2[CH:12]=[CH:13][C:14](=[O:27])[N:15]([C:16]4[CH:17]=[CH:18][C:19]([C:22]([CH3:25])([CH3:26])[C:23]#[N:24])=[CH:20][CH:21]=4)[C:5]3=2)=[CH:39][CH:40]=1. The yield is 0.762. (4) The yield is 0.200. The reactants are [CH2:1]([NH:3][C:4]([NH:6][C:7]1[CH:8]=[C:9]([C:24]2[S:28][C:27]([CH:29]3[CH2:34][CH2:33][CH:32]([C:35]([O:37]CC)=[O:36])[CH2:31][CH2:30]3)=[N:26][CH:25]=2)[CH:10]=[C:11]([NH:13][C:14]2[N:19]=[C:18]([C:20]([F:23])([F:22])[F:21])[CH:17]=[CH:16][N:15]=2)[CH:12]=1)=[O:5])[CH3:2].[Li+].[OH-].Cl. The product is [CH2:1]([NH:3][C:4]([NH:6][C:7]1[CH:8]=[C:9]([C:24]2[S:28][C:27]([CH:29]3[CH2:34][CH2:33][CH:32]([C:35]([OH:37])=[O:36])[CH2:31][CH2:30]3)=[N:26][CH:25]=2)[CH:10]=[C:11]([NH:13][C:14]2[N:19]=[C:18]([C:20]([F:23])([F:22])[F:21])[CH:17]=[CH:16][N:15]=2)[CH:12]=1)=[O:5])[CH3:2]. The catalyst is O1CCCC1.CO. (5) The reactants are [OH-].[K+].[CH3:3][C:4]1[N:9]=[C:8]([CH3:10])[C:7]([C:11]([O:13]CC)=[O:12])=[CH:6][N:5]=1. The catalyst is C(O)C. The product is [CH3:3][C:4]1[N:9]=[C:8]([CH3:10])[C:7]([C:11]([OH:13])=[O:12])=[CH:6][N:5]=1. The yield is 0.580.